From a dataset of Forward reaction prediction with 1.9M reactions from USPTO patents (1976-2016). Predict the product of the given reaction. (1) Given the reactants [CH3:1][S:2]([C:5]1[CH:6]=[C:7]([C:11]2[CH:16]=[CH:15][C:14]([N:17]3[CH:21]=[C:20]([C:22]([NH:24][NH2:25])=[O:23])[N:19]=[C:18]3[C:26]3[CH:31]=[CH:30][CH:29]=[CH:28][C:27]=3[C:32]([F:35])([F:34])[F:33])=[CH:13][CH:12]=2)[CH:8]=[CH:9][CH:10]=1)(=[O:4])=[O:3].[CH:36](OCC)(OCC)OCC.C1(C)C=CC(S(O)(=O)=O)=CC=1, predict the reaction product. The product is: [CH3:1][S:2]([C:5]1[CH:6]=[C:7]([C:11]2[CH:16]=[CH:15][C:14]([N:17]3[CH:21]=[C:20]([C:22]4[O:23][CH:36]=[N:25][N:24]=4)[N:19]=[C:18]3[C:26]3[CH:31]=[CH:30][CH:29]=[CH:28][C:27]=3[C:32]([F:35])([F:33])[F:34])=[CH:13][CH:12]=2)[CH:8]=[CH:9][CH:10]=1)(=[O:3])=[O:4]. (2) Given the reactants [CH3:1][C@@:2]12[C:10](=[O:11])[CH2:9][CH2:8][C@H:7]1[C@@H:6]1[C:12]([CH:14]=[C:15]3[CH2:20][C@@H:19]([OH:21])[CH2:18][CH2:17][C@:16]3([CH3:22])[C@H:5]1[CH2:4][CH2:3]2)=[O:13].C1(C)C=CC(S([O-])(=O)=O)=CC=1.[NH+]1C=CC=CC=1.[O:40]1[CH:45]=[CH:44][CH2:43][CH2:42][CH2:41]1, predict the reaction product. The product is: [O:40]1[CH2:45][CH2:44][CH2:43][CH2:42][CH:41]1[O:21][C@H:19]1[CH2:18][CH2:17][C@@:16]2([CH3:22])[C:15](=[CH:14][C:12](=[O:13])[C@@H:6]3[C@@H:5]2[CH2:4][CH2:3][C@@:2]2([CH3:1])[C@H:7]3[CH2:8][CH2:9][C:10]2=[O:11])[CH2:20]1.